This data is from Forward reaction prediction with 1.9M reactions from USPTO patents (1976-2016). The task is: Predict the product of the given reaction. (1) Given the reactants C1(S)C=CC=CC=1.Cl[CH2:9][CH2:10][CH2:11][CH2:12][OH:13].C(=O)([O-])[O-].[K+].[K+].[C:20]1(C)[CH:25]=[CH:24][C:23]([S:26]([O-:29])(=[O:28])=O)=[CH:22][CH:21]=1.[NH+]1C=CC=CC=1.[O:37]1[CH:42]=[CH:41][CH2:40][CH2:39][CH2:38]1, predict the reaction product. The product is: [C:23]1([S:26]([CH2:9][CH2:10][CH2:11][CH2:12][O:13][CH:38]2[CH2:39][CH2:40][CH2:41][CH2:42][O:37]2)(=[O:28])=[O:29])[CH:22]=[CH:21][CH:20]=[CH:25][CH:24]=1. (2) Given the reactants F[C:2]1[CH:26]=[CH:25][C:5]([C:6]([NH:8][C:9]2[CH:24]=[CH:23][CH:22]=[CH:21][C:10]=2[C:11]([NH:13][C:14]2[CH:19]=[CH:18][C:17]([Cl:20])=[CH:16][N:15]=2)=[O:12])=[O:7])=[C:4]([O:27][CH:28]2[CH2:33][CH2:32][N:31]([C:34]([O:36][C:37]([CH3:40])([CH3:39])[CH3:38])=[O:35])[CH2:30][CH2:29]2)[CH:3]=1.[NH:41]1[CH2:46][CH2:45][CH2:44][CH2:43][CH2:42]1, predict the reaction product. The product is: [N:41]1([C:2]2[CH:26]=[CH:25][C:5]([C:6]([NH:8][C:9]3[CH:24]=[CH:23][CH:22]=[CH:21][C:10]=3[C:11]([NH:13][C:14]3[CH:19]=[CH:18][C:17]([Cl:20])=[CH:16][N:15]=3)=[O:12])=[O:7])=[C:4]([O:27][CH:28]3[CH2:33][CH2:32][N:31]([C:34]([O:36][C:37]([CH3:40])([CH3:39])[CH3:38])=[O:35])[CH2:30][CH2:29]3)[CH:3]=2)[CH2:46][CH2:45][CH2:44][CH2:43][CH2:42]1.